The task is: Predict the product of the given reaction.. This data is from Forward reaction prediction with 1.9M reactions from USPTO patents (1976-2016). (1) Given the reactants [Al+3].[Cl-].[Cl-].[Cl-].[H-].[H-].[H-].[H-].[Li+].[Al+3].[F:11][C:12]([F:21])([F:20])/[CH:13]=[CH:14]/[C:15](OCC)=[O:16].[OH-].[Na+].N1C=CC=CC=1.[C:30](Cl)(=[O:37])[C:31]1[CH:36]=[CH:35][CH:34]=[CH:33][CH:32]=1, predict the reaction product. The product is: [F:11][C:12]([F:21])([F:20])/[CH:13]=[CH:14]/[CH2:15][O:16][C:30](=[O:37])[C:31]1[CH:36]=[CH:35][CH:34]=[CH:33][CH:32]=1. (2) Given the reactants Cl[C:2]1[N:7]=[CH:6][N:5]=[C:4]([N:8]([CH2:16][C:17]2[CH:22]=[CH:21][C:20]([O:23][CH3:24])=[CH:19][CH:18]=2)[CH2:9][CH2:10][CH2:11][C:12]([O:14][CH3:15])=[O:13])[C:3]=1[CH:25]=O.C(=O)([O-])[O-].[Na+].[Na+].[Cl:33][C:34]1[CH:35]=[C:36]([CH:38]=[CH:39][C:40]=1[O:41][C:42]1[CH:47]=[CH:46][CH:45]=[C:44]([C:48]([F:51])([F:50])[F:49])[CH:43]=1)[NH2:37].O, predict the reaction product. The product is: [Cl:33][C:34]1[CH:35]=[C:36]([NH:37][C:2]2[C:3]3[CH:25]=[C:11]([C:12]([O:14][CH3:15])=[O:13])[CH2:10][CH2:9][N:8]([CH2:16][C:17]4[CH:18]=[CH:19][C:20]([O:23][CH3:24])=[CH:21][CH:22]=4)[C:4]=3[N:5]=[CH:6][N:7]=2)[CH:38]=[CH:39][C:40]=1[O:41][C:42]1[CH:47]=[CH:46][CH:45]=[C:44]([C:48]([F:50])([F:51])[F:49])[CH:43]=1.